The task is: Predict the product of the given reaction.. This data is from Forward reaction prediction with 1.9M reactions from USPTO patents (1976-2016). (1) Given the reactants [O:1]([C:8]1[CH:34]=[CH:33][C:11]([O:12][C:13]2[C:14]3[N:21]([CH:22]4[CH2:25][N:24](C(OC(C)(C)C)=O)[CH2:23]4)[CH:20]=[CH:19][C:15]=3[N:16]=[CH:17][N:18]=2)=[CH:10][CH:9]=1)[C:2]1[CH:7]=[CH:6][CH:5]=[CH:4][CH:3]=1.Cl, predict the reaction product. The product is: [NH:24]1[CH2:23][CH:22]([N:21]2[C:14]3[C:13]([O:12][C:11]4[CH:10]=[CH:9][C:8]([O:1][C:2]5[CH:7]=[CH:6][CH:5]=[CH:4][CH:3]=5)=[CH:34][CH:33]=4)=[N:18][CH:17]=[N:16][C:15]=3[CH:19]=[CH:20]2)[CH2:25]1. (2) The product is: [Br:15][C:16]1[CH:17]=[C:18]([C:19]([N:10]2[CH2:9][CH2:8][O:7][C:6]3[N:11]=[CH:12][C:3]([C:2]([F:13])([F:1])[F:14])=[CH:4][C:5]2=3)=[O:20])[CH:22]=[C:23]([Br:27])[C:24]=1[O:25][CH3:26]. Given the reactants [F:1][C:2]([F:14])([F:13])[C:3]1[CH:12]=[N:11][C:6]2[O:7][CH2:8][CH2:9][NH:10][C:5]=2[CH:4]=1.[Br:15][C:16]1[CH:17]=[C:18]([CH:22]=[C:23]([Br:27])[C:24]=1[O:25][CH3:26])[C:19](Cl)=[O:20].C(N(CC)CC)C.O, predict the reaction product.